This data is from Catalyst prediction with 721,799 reactions and 888 catalyst types from USPTO. The task is: Predict which catalyst facilitates the given reaction. (1) Reactant: [CH2:1]([O:3][C:4](=[O:22])[CH2:5][CH:6]1[CH2:11][CH2:10][N:9]([C:12]([O:14][CH2:15][C:16]2[CH:21]=[CH:20][CH:19]=[CH:18][CH:17]=2)=[O:13])[CH2:8][CH2:7]1)[CH3:2].[Br:23][C:24]([CH2:26]Br)=[CH2:25]. Product: [Br:23][C:24](=[CH2:25])[CH2:26][CH:5]([CH:6]1[CH2:11][CH2:10][N:9]([C:12]([O:14][CH2:15][C:16]2[CH:17]=[CH:18][CH:19]=[CH:20][CH:21]=2)=[O:13])[CH2:8][CH2:7]1)[C:4]([O:3][CH2:1][CH3:2])=[O:22]. The catalyst class is: 7. (2) Reactant: [Cl:1][C:2]1[C:3]([NH:19][CH2:20][C@H:21]2[CH2:25][CH2:24][CH2:23][NH:22]2)=[N:4][C:5]([NH:8][C:9]2[CH:10]=[N:11][N:12]([CH2:14][C:15]([NH:17][CH3:18])=[O:16])[CH:13]=2)=[N:6][CH:7]=1.[CH3:26][S:27](Cl)(=[O:29])=[O:28].C(N(CC)CC)C. Product: [Cl:1][C:2]1[C:3]([NH:19][CH2:20][C@H:21]2[CH2:25][CH2:24][CH2:23][N:22]2[S:27]([CH3:26])(=[O:29])=[O:28])=[N:4][C:5]([NH:8][C:9]2[CH:10]=[N:11][N:12]([CH2:14][C:15]([NH:17][CH3:18])=[O:16])[CH:13]=2)=[N:6][CH:7]=1. The catalyst class is: 4. (3) Product: [N:18]1([C:16]2[N:17]=[C:11]3[CH:10]=[C:9]([NH:8][C:7]([C:6]4[N:2]([CH3:1])[N:3]=[CH:4][C:5]=4[C:24]([N:27]4[CH2:30][CH2:29][CH2:28]4)=[O:25])=[O:23])[CH:14]=[CH:13][N:12]3[N:15]=2)[CH2:19][CH2:20][CH2:21][CH2:22]1. The catalyst class is: 7. Reactant: [CH3:1][N:2]1[C:6]([C:7](=[O:23])[NH:8][C:9]2[CH:14]=[CH:13][N:12]3[N:15]=[C:16]([N:18]4[CH2:22][CH2:21][CH2:20][CH2:19]4)[N:17]=[C:11]3[CH:10]=2)=[C:5]([C:24](O)=[O:25])[CH:4]=[N:3]1.[NH:27]1[CH2:30][CH2:29][CH2:28]1.CCCP(=O)=O.C(N(CC)C(C)C)(C)C. (4) Reactant: [O:1]1[C:5]2[CH:6]=[CH:7][C:8]([C:10](=O)[CH2:11][C:12](=O)[CH:13]([F:15])[F:14])=[CH:9][C:4]=2[O:3][CH2:2]1.[CH:18]1[C:23]([NH:24][NH2:25])=[CH:22][CH:21]=[C:20]([S:26]([NH2:29])(=[O:28])=[O:27])[CH:19]=1.Cl.O. Product: [O:1]1[C:5]2[CH:6]=[CH:7][C:8]([C:10]3[N:24]([C:23]4[CH:18]=[CH:19][C:20]([S:26]([NH2:29])(=[O:28])=[O:27])=[CH:21][CH:22]=4)[N:25]=[C:12]([CH:13]([F:15])[F:14])[CH:11]=3)=[CH:9][C:4]=2[O:3][CH2:2]1. The catalyst class is: 8. (5) Reactant: [CH3:1][O:2][C:3](=[O:24])[CH2:4][C:5]1[C:14]([CH3:15])=[C:13]([C:16]2[CH:21]=[CH:20][C:19]([NH2:22])=[CH:18][CH:17]=2)[C:12]2[C:7](=[CH:8][CH:9]=[C:10]([Cl:23])[CH:11]=2)[CH:6]=1.[N:25]([C:28]1[CH:33]=[CH:32][CH:31]=[CH:30][CH:29]=1)=[C:26]=[O:27]. Product: [CH3:1][O:2][C:3](=[O:24])[CH2:4][C:5]1[C:14]([CH3:15])=[C:13]([C:16]2[CH:21]=[CH:20][C:19]([NH:22][C:26]([NH:25][C:28]3[CH:33]=[CH:32][CH:31]=[CH:30][CH:29]=3)=[O:27])=[CH:18][CH:17]=2)[C:12]2[C:7](=[CH:8][CH:9]=[C:10]([Cl:23])[CH:11]=2)[CH:6]=1. The catalyst class is: 8. (6) The catalyst class is: 11. Reactant: [O:1]([NH:8][C:9](=O)[CH:10]=[CH:11][S:12][C:13]1[CH:18]=[CH:17][CH:16]=[CH:15][CH:14]=1)[C:2]1[CH:7]=[CH:6][CH:5]=[CH:4][CH:3]=1.P(Cl)(Cl)(Cl)(Cl)Cl. Product: [O:1]([N:8]=[C:9]([S:12][C:13]1[CH:18]=[CH:17][CH:16]=[CH:15][CH:14]=1)[CH:10]=[CH:11][S:12][C:13]1[CH:18]=[CH:17][CH:16]=[CH:15][CH:14]=1)[C:2]1[CH:7]=[CH:6][CH:5]=[CH:4][CH:3]=1. (7) Reactant: [Br:1][C:2]1[CH:3]=[N:4][CH:5]=[C:6]([N+:12]([O-])=O)[C:7]=1[NH:8][CH:9]1[CH2:11][CH2:10]1. Product: [Br:1][C:2]1[C:7]([NH:8][CH:9]2[CH2:11][CH2:10]2)=[C:6]([NH2:12])[CH:5]=[N:4][CH:3]=1. The catalyst class is: 180. (8) Reactant: C[O:2][C:3](=[O:29])[CH2:4][NH:5][C:6]([C:8]1[N:9]=[C:10]([C:27]#[N:28])[C:11]2[C:16]([C:17]=1[O:18][CH3:19])=[CH:15][CH:14]=[CH:13][C:12]=2[O:20][C:21]1[CH:26]=[CH:25][CH:24]=[CH:23][CH:22]=1)=[O:7].[OH-].[Na+].Cl. Product: [C:27]([C:10]1[C:11]2[C:16](=[CH:15][CH:14]=[CH:13][C:12]=2[O:20][C:21]2[CH:26]=[CH:25][CH:24]=[CH:23][CH:22]=2)[C:17]([O:18][CH3:19])=[C:8]([C:6]([NH:5][CH2:4][C:3]([OH:29])=[O:2])=[O:7])[N:9]=1)#[N:28]. The catalyst class is: 111.